This data is from Forward reaction prediction with 1.9M reactions from USPTO patents (1976-2016). The task is: Predict the product of the given reaction. (1) Given the reactants [CH2:1]([N:8]1[C:16]2[C:11](=[CH:12][C:13]([N:17]3[C:21]([CH3:22])=[CH:20][CH:19]=[C:18]3[CH3:23])=[CH:14][CH:15]=2)[C:10]([C:24]2[CH:29]=[CH:28][CH:27]=[CH:26][CH:25]=2)=[C:9]1[C:30](O)=[O:31])[C:2]1[CH:7]=[CH:6][CH:5]=[CH:4][CH:3]=1.Cl.C([O:36][C:37](=[O:44])[C@H:38]([CH2:40][CH:41]([CH3:43])[CH3:42])[NH2:39])C, predict the reaction product. The product is: [CH2:1]([N:8]1[C:16]2[C:11](=[CH:12][C:13]([N:17]3[C:21]([CH3:22])=[CH:20][CH:19]=[C:18]3[CH3:23])=[CH:14][CH:15]=2)[C:10]([C:24]2[CH:29]=[CH:28][CH:27]=[CH:26][CH:25]=2)=[C:9]1[C:30]([NH:39][C@H:38]([C:37]([OH:44])=[O:36])[CH2:40][CH:41]([CH3:43])[CH3:42])=[O:31])[C:2]1[CH:7]=[CH:6][CH:5]=[CH:4][CH:3]=1. (2) Given the reactants [Cl:1][C:2]1[CH:7]=[CH:6][C:5]([C:8](O)([C:29]2[N:33]([CH3:34])[CH:32]=[N:31][CH:30]=2)[C:9]2[CH:10]=[C:11]3[C:16](=[CH:17][CH:18]=2)[N:15]([CH3:19])[C:14](=[O:20])[CH:13]=[C:12]3[CH2:21][CH2:22][C:23]2[S:24][C:25]([Cl:28])=[CH:26][CH:27]=2)=[CH:4][CH:3]=1.CC([O-])=O.[NH4+:40].O, predict the reaction product. The product is: [NH2:40][C:8]([C:5]1[CH:6]=[CH:7][C:2]([Cl:1])=[CH:3][CH:4]=1)([C:29]1[N:33]([CH3:34])[CH:32]=[N:31][CH:30]=1)[C:9]1[CH:10]=[C:11]2[C:16](=[CH:17][CH:18]=1)[N:15]([CH3:19])[C:14](=[O:20])[CH:13]=[C:12]2[CH2:21][CH2:22][C:23]1[S:24][C:25]([Cl:28])=[CH:26][CH:27]=1. (3) Given the reactants [S:1]1[CH:5]=[CH:4][CH:3]=[C:2]1[CH:6]=O.[CH3:8][O:9][CH2:10][CH2:11][NH2:12].[C:13]1(=[O:24])[O:19][C:17](=O)[C:16]2=[CH:20][CH:21]=[CH:22][CH:23]=[C:15]2[CH2:14]1.[NH2:25][C:26]1[O:30][N:29]=[C:28]([CH3:31])[C:27]=1[C:32]#[N:33], predict the reaction product. The product is: [C:32]([C:27]1[C:28]([CH3:31])=[N:29][O:30][C:26]=1[NH:25][C:13]([CH:14]1[C:15]2[C:16](=[CH:20][CH:21]=[CH:22][CH:23]=2)[C:17](=[O:19])[N:12]([CH2:11][CH2:10][O:9][CH3:8])[CH:6]1[C:2]1[S:1][CH:5]=[CH:4][CH:3]=1)=[O:24])#[N:33]. (4) Given the reactants [CH2:1]([NH:4][C:5](=[O:11])[O:6][C:7]([CH3:10])([CH3:9])[CH3:8])[C:2]#[CH:3].[N:12]([Si](C)(C)C)=[N+:13]=[N-:14], predict the reaction product. The product is: [C:7]([O:6][C:5](=[O:11])[NH:4][CH2:1][C:2]1[NH:14][N:13]=[N:12][CH:3]=1)([CH3:8])([CH3:10])[CH3:9]. (5) The product is: [NH:8]1[CH2:9][CH2:10][CH:11]([N:14]2[CH2:20][CH2:19][C:18]3[CH:21]=[CH:22][CH:23]=[CH:24][C:17]=3[NH:16][C:15]2=[O:25])[CH2:12][CH2:13]1. Given the reactants C1(C[N:8]2[CH2:13][CH2:12][CH:11]([N:14]3[CH2:20][CH2:19][C:18]4[CH:21]=[CH:22][CH:23]=[CH:24][C:17]=4[NH:16][C:15]3=[O:25])[CH2:10][CH2:9]2)C=CC=CC=1.[H][H], predict the reaction product. (6) Given the reactants Br[CH2:2][CH2:3][CH2:4][O:5][C:6]1[CH:11]=[CH:10][C:9]([C:12]2[C:13]3[CH:20]=[CH:19][CH:18]=[CH:17][C:14]=3[S:15][CH:16]=2)=[CH:8][CH:7]=1.[NH:21]1[CH2:26][CH2:25][CH2:24][CH2:23][CH2:22]1.C(=O)([O-])[O-].[K+].[K+].C(#N)C, predict the reaction product. The product is: [S:15]1[CH:16]=[C:12]([C:9]2[CH:10]=[CH:11][C:6]([O:5][CH2:4][CH2:3][CH2:2][N:21]3[CH2:26][CH2:25][CH2:24][CH2:23][CH2:22]3)=[CH:7][CH:8]=2)[C:13]2[CH:20]=[CH:19][CH:18]=[CH:17][C:14]1=2.